This data is from CYP2C9 inhibition data for predicting drug metabolism from PubChem BioAssay. The task is: Regression/Classification. Given a drug SMILES string, predict its absorption, distribution, metabolism, or excretion properties. Task type varies by dataset: regression for continuous measurements (e.g., permeability, clearance, half-life) or binary classification for categorical outcomes (e.g., BBB penetration, CYP inhibition). Dataset: cyp2c9_veith. (1) The drug is COc1ccc(C[C@@H]2C(=O)N[C@H](C)C(=O)N(C)[C@@H]3Cc4ccc(cc4)Oc4cc(ccc4O)C[C@H](C(=O)N[C@@H](C)C(=O)N[C@H](C)C(=O)N2C)N(C)C3=O)cc1. The result is 0 (non-inhibitor). (2) The compound is COCCn1c(=O)c(-c2ccccc2)nc2cnc(Oc3cccc(Cl)c3)nc21. The result is 1 (inhibitor). (3) The compound is COC(=O)N1CCC2(CC1)CCN(c1cccc(-c3ccccc3)c1)CC2. The result is 0 (non-inhibitor). (4) The result is 0 (non-inhibitor). The molecule is COc1cc2cc(c1Cl)N(C)C(=O)C[C@H](OC(=O)C(C)C)[C@]1(C)O[C@@H]1[C@@H](C)[C@H]1C[C@](O)(NC(=O)O1)[C@@H](OC)/C=C\C=C(\C)C2.